Dataset: Reaction yield outcomes from USPTO patents with 853,638 reactions. Task: Predict the reaction yield, written as a fraction of the theoretical maximum amount of product (1.0 means a 100% yield; for example, 0.34 means a 34% yield). The reactants are [CH3:1][O:2][C:3]1[CH:4]=[C:5]([CH:26]=[CH:27][N:28]=1)[C:6]([NH:8][C:9]1[S:10][C:11]2[C:17]([CH:18]3[CH2:23][CH2:22][NH:21][CH2:20][CH2:19]3)=[CH:16][CH:15]=[C:14]([O:24][CH3:25])[C:12]=2[N:13]=1)=[O:7].Cl.[C:30](OC(=O)C)(=[O:32])[CH3:31].C(=O)(O)[O-].[Na+]. The catalyst is C1COCC1.O.C(N(CC)CC)C. The product is [C:30]([N:21]1[CH2:20][CH2:19][CH:18]([C:17]2[C:11]3[S:10][C:9]([NH:8][C:6](=[O:7])[C:5]4[CH:26]=[CH:27][N:28]=[C:3]([O:2][CH3:1])[CH:4]=4)=[N:13][C:12]=3[C:14]([O:24][CH3:25])=[CH:15][CH:16]=2)[CH2:23][CH2:22]1)(=[O:32])[CH3:31]. The yield is 0.510.